Dataset: Full USPTO retrosynthesis dataset with 1.9M reactions from patents (1976-2016). Task: Predict the reactants needed to synthesize the given product. (1) Given the product [O-:8][S:6]([C:9]([F:12])([F:11])[F:10])(=[O:7])=[O:5].[CH3:59][O:71][C:36]1[CH:37]=[CH:38][C:39]([S+:6]([C:9]2[CH:50]=[CH:49][CH:48]=[CH:47][CH:46]=2)[C:20]2[CH:21]=[CH:22][CH:23]=[CH:24][CH:25]=2)=[CH:40][CH:41]=1, predict the reactants needed to synthesize it. The reactants are: [IH2+].[SH3+].[PH4+].[OH3+].[O-:5][S:6]([C:9]([F:12])([F:11])[F:10])(=[O:8])=[O:7].C1([I+][C:20]2[CH:25]=[CH:24][CH:23]=[CH:22][CH:21]=2)C=CC=CC=1.C1(S([O-])(=O)=O)[C:39]2[C:40]3=[C:41]4[C:36](=[CH:37][CH:38]=2)C=CC=C4C=CC3=CC=1.[C:46]1([I+]C2C=CC=CC=2)C=[CH:50][CH:49]=[CH:48][CH:47]=1.[CH2:59]([O:71]S(C1C=CC=CC=1)(=O)=O)CCCCCCCCCCC.C1([I+]C2C=CC=CC=2)C=CC=CC=1.[O-]S(C(F)(F)F)(=O)=O.C1([S+](C2C=CC=CC=2)C2C=CC=CC=2)C=CC=CC=1.[O-]S(C(F)(F)F)(=O)=O.C(C1C=CC([S+](C2C=CC=CC=2)C2C=CC=CC=2)=CC=1)(C)(C)C. (2) The reactants are: Cl[C:2]1[C:11]2[C:10](=[O:12])[N:9]([CH2:13][C@@H:14]3[CH2:18][O:17][C:16]([CH3:20])([CH3:19])[O:15]3)[CH:8]=[N:7][C:6]=2[N:5]([CH3:21])[C:4](=[O:22])[C:3]=1[F:23].[F:24][C:25]1[CH:31]=[C:30]([I:32])[CH:29]=[CH:28][C:26]=1[NH2:27].CC1(C)C2C(=C(P(C3C=CC=CC=3)C3C=CC=CC=3)C=CC=2)OC2C(P(C3C=CC=CC=3)C3C=CC=CC=3)=CC=CC1=2.CC(C)([O-])C.[Na+]. Given the product [CH3:19][C:16]1([CH3:20])[O:15][C@H:14]([CH2:13][N:9]2[C:10](=[O:12])[C:11]3[C:2]([NH:27][C:26]4[CH:28]=[CH:29][C:30]([I:32])=[CH:31][C:25]=4[F:24])=[C:3]([F:23])[C:4](=[O:22])[N:5]([CH3:21])[C:6]=3[N:7]=[CH:8]2)[CH2:18][O:17]1, predict the reactants needed to synthesize it. (3) Given the product [NH2:16][C:14]1[S:15][C:11]([C:8]2[CH:7]=[CH:6][C:5]([S:2]([CH3:1])(=[O:4])=[O:3])=[CH:10][CH:9]=2)=[CH:12][C:13]=1[C:19]([NH2:21])=[O:20], predict the reactants needed to synthesize it. The reactants are: [CH3:1][S:2]([C:5]1[CH:10]=[CH:9][C:8]([C:11]2[S:15][C:14]([N+:16]([O-])=O)=[C:13]([C:19]([NH2:21])=[O:20])[CH:12]=2)=[CH:7][CH:6]=1)(=[O:4])=[O:3]. (4) Given the product [C:1]1([S:7]([N:10]2[C:14]3=[N:15][CH:16]=[C:17]([CH:19]4[CH2:23][O:22][C:21]([CH3:25])([CH3:24])[O:20]4)[CH:18]=[C:13]3[CH:12]=[C:11]2[C:26]([C:51]2[CH:52]=[CH:53][C:48]([S:45]([CH3:44])(=[O:47])=[O:46])=[CH:49][CH:50]=2)=[CH:27][CH:28]2[CH2:32][CH2:31][CH2:30][CH2:29]2)(=[O:9])=[O:8])[CH:6]=[CH:5][CH:4]=[CH:3][CH:2]=1, predict the reactants needed to synthesize it. The reactants are: [C:1]1([S:7]([N:10]2[C:14]3=[N:15][CH:16]=[C:17]([CH:19]4[CH2:23][O:22][C:21]([CH3:25])([CH3:24])[O:20]4)[CH:18]=[C:13]3[CH:12]=[C:11]2[C:26](OS(C2C=CC(C)=CC=2)(=O)=O)=[CH:27][CH:28]2[CH2:32][CH2:31][CH2:30][CH2:29]2)(=[O:9])=[O:8])[CH:6]=[CH:5][CH:4]=[CH:3][CH:2]=1.[CH3:44][S:45]([C:48]1[CH:53]=[CH:52][C:51](B(O)O)=[CH:50][CH:49]=1)(=[O:47])=[O:46].C(=O)([O-])[O-].[Na+].[Na+]. (5) Given the product [F:13][C:8]1[CH:9]=[C:10]([N+:14]([O-:16])=[O:15])[CH:11]=[C:12]2[C:7]=1[NH:6][C:4](=[O:5])[CH2:3][CH2:2]2, predict the reactants needed to synthesize it. The reactants are: Cl[CH2:2][CH2:3][C:4]([NH:6][C:7]1[CH:12]=[CH:11][CH:10]=[CH:9][C:8]=1[F:13])=[O:5].[N+:14]([O-])([OH:16])=[O:15]. (6) Given the product [Br:21][CH2:22][C:23]1[O:27][C:26]([C:28]([C:36]2[CH:41]=[CH:40][CH:39]=[CH:38][CH:37]=2)([C:30]2[CH:35]=[CH:34][CH:33]=[CH:32][CH:31]=2)[OH:29])=[N:25][CH:24]=1, predict the reactants needed to synthesize it. The reactants are: CC1OC(C(C2C=CC=CC=2)(C2C=CC=CC=2)O)=NC=1.[Br:21][CH2:22][C:23]1[O:27][C:26]([C:28]([CH:36]2[CH2:41][CH2:40][CH2:39][CH2:38][CH2:37]2)([C:30]2[CH:35]=[CH:34][CH:33]=[CH:32][CH:31]=2)[OH:29])=[N:25][CH:24]=1. (7) Given the product [CH2:1]([N:8]1[C:16]2[C:11](=[CH:12][CH:13]=[C:14]([C:17]3[CH:22]=[CH:21][CH:20]=[C:19]([Cl:23])[CH:18]=3)[CH:15]=2)[C:10]([C:24](=[O:30])[C:25]([OH:27])=[O:26])=[CH:9]1)[C:2]1[CH:3]=[CH:4][CH:5]=[CH:6][CH:7]=1, predict the reactants needed to synthesize it. The reactants are: [CH2:1]([N:8]1[C:16]2[C:11](=[CH:12][CH:13]=[C:14]([C:17]3[CH:22]=[CH:21][CH:20]=[C:19]([Cl:23])[CH:18]=3)[CH:15]=2)[C:10]([C:24](=[O:30])[C:25]([O:27]CC)=[O:26])=[CH:9]1)[C:2]1[CH:7]=[CH:6][CH:5]=[CH:4][CH:3]=1.[OH-].[K+].